The task is: Predict which catalyst facilitates the given reaction.. This data is from Catalyst prediction with 721,799 reactions and 888 catalyst types from USPTO. (1) Reactant: [C:1]([O:5][C:6]([NH:8][C@@H:9]([C@H:13]([O:15][CH3:16])[CH3:14])[C:10](O)=[O:11])=[O:7])([CH3:4])([CH3:3])[CH3:2].C[CH2:18][N:19](C(C)C)[CH:20](C)C.CN(C(ON1N=NC2C=CC=CC1=2)=[N+](C)C)C.F[P-](F)(F)(F)(F)F.CNC. The catalyst class is: 31. Product: [C:1]([O:5][C:6](=[O:7])[NH:8][C@@H:9]([C@H:13]([O:15][CH3:16])[CH3:14])[C:10]([N:19]([CH3:20])[CH3:18])=[O:11])([CH3:4])([CH3:3])[CH3:2]. (2) Reactant: [C:1]1([C:7]2[O:11][C:10]([C:12]([N:14]3[CH2:17][CH:16]([O:18][C:19]4[CH:26]=[CH:25][C:22]([CH:23]=O)=[CH:21][CH:20]=4)[CH2:15]3)=[O:13])=[N:9][N:8]=2)[CH:6]=[CH:5][CH:4]=[CH:3][CH:2]=1.Cl.[CH2:28]1[C:31]2([CH2:35][CH2:34][O:33][CH2:32]2)[CH2:30][NH:29]1.C(N(CC)CC)C.[Na].C([O-])(O)=O.[Na+]. Product: [CH2:28]1[C:31]2([CH2:35][CH2:34][O:33][CH2:32]2)[CH2:30][N:29]1[CH2:23][C:22]1[CH:21]=[CH:20][C:19]([O:18][CH:16]2[CH2:15][N:14]([C:12]([C:10]3[O:11][C:7]([C:1]4[CH:6]=[CH:5][CH:4]=[CH:3][CH:2]=4)=[N:8][N:9]=3)=[O:13])[CH2:17]2)=[CH:26][CH:25]=1. The catalyst class is: 4. (3) Reactant: [OH:1][C:2]1[CH:9]=[C:8]([O:10][CH2:11][O:12][CH3:13])[CH:7]=[CH:6][C:3]=1[CH:4]=[O:5].C(=O)([O-])[O-].[K+].[K+].CN(C)C=O.[CH2:25](Br)[C:26]1[CH:31]=[CH:30][CH:29]=[CH:28][CH:27]=1. Product: [CH2:25]([O:1][C:2]1[CH:9]=[C:8]([O:10][CH2:11][O:12][CH3:13])[CH:7]=[CH:6][C:3]=1[CH:4]=[O:5])[C:26]1[CH:31]=[CH:30][CH:29]=[CH:28][CH:27]=1. The catalyst class is: 6. (4) Reactant: [Cl:1][C:2]1[CH:3]=[C:4]([CH:25]=[CH:26][CH:27]=1)[CH2:5][O:6][C:7]1[CH:16]=[C:15]2[C:10]([CH:11]=[C:12]([C:17]([CH3:24])([CH3:23])[C:18]([O:20]CC)=[O:19])[CH:13]=[N:14]2)=[CH:9][CH:8]=1.[Li+].[OH-]. Product: [Cl:1][C:2]1[CH:3]=[C:4]([CH:25]=[CH:26][CH:27]=1)[CH2:5][O:6][C:7]1[CH:16]=[C:15]2[C:10]([CH:11]=[C:12]([C:17]([CH3:24])([CH3:23])[C:18]([OH:20])=[O:19])[CH:13]=[N:14]2)=[CH:9][CH:8]=1. The catalyst class is: 87. (5) The catalyst class is: 48. Product: [I:14][CH2:10][CH2:9][CH2:8][CH2:7][C:1]1[CH:6]=[CH:5][CH:4]=[CH:3][CH:2]=1. Reactant: [C:1]1([CH2:7][CH2:8][CH2:9][CH2:10]C(O)=O)[CH:6]=[CH:5][CH:4]=[CH:3][CH:2]=1.[I:14]N1C(C)(C)COC1=O. (6) Reactant: C(N(C(C)C)CC)(C)C.CCCP1(OP(CCC)(=O)OP(CCC)(=O)O1)=O.[Cl:28][C:29]1[CH:34]=[CH:33][C:32]([C:35]2[N:36]=[C:37]3[CH:42]=[CH:41][C:40]([C:43]([O-:45])=O)=[CH:39][N:38]3[C:46]=2[CH2:47][OH:48])=[CH:31][CH:30]=1.[Na+].[NH:50]1[CH:54]=[C:53]([CH2:55][CH2:56][NH2:57])[N:52]=[CH:51]1. Product: [Cl:28][C:29]1[CH:34]=[CH:33][C:32]([C:35]2[N:36]=[C:37]3[CH:42]=[CH:41][C:40]([C:43]([NH:57][CH2:56][CH2:55][C:53]4[N:52]=[CH:51][NH:50][CH:54]=4)=[O:45])=[CH:39][N:38]3[C:46]=2[CH2:47][OH:48])=[CH:31][CH:30]=1. The catalyst class is: 656. (7) Reactant: Cl[CH2:2][CH:3]=O.C([O:9][C:10](=[O:28])[C:11]1[C:16]([NH:17][C:18]2[CH:23]=[CH:22][C:21]([Br:24])=[CH:20][C:19]=2[Cl:25])=[C:15]([F:26])[C:14]([NH2:27])=[N:13][CH:12]=1)(C)(C)C. Product: [Br:24][C:21]1[CH:22]=[CH:23][C:18]([NH:17][C:16]2[C:11]([C:10]([OH:9])=[O:28])=[CH:12][N:13]3[CH:2]=[CH:3][N:27]=[C:14]3[C:15]=2[F:26])=[C:19]([Cl:25])[CH:20]=1. The catalyst class is: 14. (8) Reactant: C(O[C:6](=[O:28])[NH:7][C@@H:8]([CH2:21][C:22]1[CH:27]=[CH:26][CH:25]=[CH:24][CH:23]=1)[CH:9]([C:11](=[O:20])[NH:12][CH2:13][C:14]1[CH:19]=[CH:18][CH:17]=[CH:16][CH:15]=1)[OH:10])(C)(C)C.FC(F)(F)C(O)=O.C(N(CC)C(C)C)(C)C.[CH2:45]1[C:53]2[C:48](=[CH:49][CH:50]=[CH:51][CH:52]=2)[CH2:47][CH:46]1[C:54]([NH:56][C@@H:57]([CH3:74])[C:58]([NH:60][C@@H:61]([CH2:65][C:66]1[CH:71]=[CH:70][C:69]([O:72][CH3:73])=[CH:68][CH:67]=1)C(O)=O)=[O:59])=[O:55].CN(C(ON1N=NC2C=CC=NC1=2)=[N+](C)C)C.F[P-](F)(F)(F)(F)F. Product: [CH2:21]([C@H:8]([NH:7][C:6]([C@@H:61]([NH:60][C:58]([C@@H:57]([NH:56][C:54]([CH:46]1[CH2:45][C:53]2[C:48](=[CH:49][CH:50]=[CH:51][CH:52]=2)[CH2:47]1)=[O:55])[CH3:74])=[O:59])[CH2:65][C:66]1[CH:67]=[CH:68][C:69]([O:72][CH3:73])=[CH:70][CH:71]=1)=[O:28])[CH:9]([C:11](=[O:20])[NH:12][CH2:13][C:14]1[CH:15]=[CH:16][CH:17]=[CH:18][CH:19]=1)[OH:10])[C:22]1[CH:23]=[CH:24][CH:25]=[CH:26][CH:27]=1. The catalyst class is: 4.